Dataset: Full USPTO retrosynthesis dataset with 1.9M reactions from patents (1976-2016). Task: Predict the reactants needed to synthesize the given product. The reactants are: [F:1][C:2]1([F:25])[CH2:7][CH2:6][C:5]([CH2:9][NH:10][C:11]([C:13]2[C:14]3[CH:15]=[CH:16][C:17](Cl)=[N:18][C:19]=3[CH:20]=[CH:21][C:22]=2[Cl:23])=[O:12])([OH:8])[CH2:4][CH2:3]1.C(=O)([O-])[O-].[Cs+].[Cs+].CC1(C)C(C)(C)OB([C:40]2[CH2:44][CH2:43][C:42](=[O:45])[CH:41]=2)O1. Given the product [F:1][C:2]1([F:25])[CH2:7][CH2:6][C:5]([CH2:9][NH:10][C:11]([C:13]2[C:14]3[CH:15]=[CH:16][C:17]([C:40]4[CH2:44][CH2:43][C:42](=[O:45])[CH:41]=4)=[N:18][C:19]=3[CH:20]=[CH:21][C:22]=2[Cl:23])=[O:12])([OH:8])[CH2:4][CH2:3]1, predict the reactants needed to synthesize it.